Dataset: Reaction yield outcomes from USPTO patents with 853,638 reactions. Task: Predict the reaction yield, written as a fraction of the theoretical maximum amount of product (1.0 means a 100% yield; for example, 0.34 means a 34% yield). (1) The reactants are [F:1][C:2]1[CH:3]=[C:4]2[C:9](=[CH:10][CH:11]=1)[O:8][CH:7]([C@H:12]1[CH2:16][O:15]C(C)(C)[O:13]1)[CH2:6][CH2:5]2.O. The catalyst is C(O)(=O)C. The product is [F:1][C:2]1[CH:3]=[C:4]2[C:9](=[CH:10][CH:11]=1)[O:8][CH:7]([C@H:12]([OH:13])[CH2:16][OH:15])[CH2:6][CH2:5]2. The yield is 0.890. (2) The reactants are [Br:1][C:2]1[CH:3]=[N:4][CH:5]=[C:6]([O:8][CH2:9][CH3:10])[CH:7]=1.C1C=C(Cl)C=C(C(OO)=[O:19])C=1. The catalyst is C(Cl)Cl. The product is [Br:1][C:2]1[CH:3]=[N+:4]([O-:19])[CH:5]=[C:6]([O:8][CH2:9][CH3:10])[CH:7]=1. The yield is 0.629. (3) The reactants are [Br:1][C:2]1[CH:3]=[C:4]2[C:9](=[CH:10][CH:11]=1)[O:8][C:7]([CH2:13][CH2:14][CH2:15][OH:16])([CH3:12])[CH2:6][C:5]2=[O:17].[CH3:18][C:19]([Si:22](Cl)([CH3:24])[CH3:23])([CH3:21])[CH3:20].N1C=CN=C1. The catalyst is C(Cl)Cl. The product is [Br:1][C:2]1[CH:3]=[C:4]2[C:9](=[CH:10][CH:11]=1)[O:8][C:7]([CH2:13][CH2:14][CH2:15][O:16][Si:22]([C:19]([CH3:21])([CH3:20])[CH3:18])([CH3:24])[CH3:23])([CH3:12])[CH2:6][C:5]2=[O:17]. The yield is 0.920. (4) The reactants are Br[C:2]1[CH:11]=[CH:10][C:9]([N+:12]([O-:14])=[O:13])=[CH:8][C:3]=1[C:4]([O:6][CH3:7])=[O:5].[CH3:15][O:16][C:17]1[CH:22]=[CH:21][C:20]([CH3:23])=[CH:19][C:18]=1B(O)O. The catalyst is C1C=CC([P]([Pd]([P](C2C=CC=CC=2)(C2C=CC=CC=2)C2C=CC=CC=2)([P](C2C=CC=CC=2)(C2C=CC=CC=2)C2C=CC=CC=2)[P](C2C=CC=CC=2)(C2C=CC=CC=2)C2C=CC=CC=2)(C2C=CC=CC=2)C2C=CC=CC=2)=CC=1. The product is [CH3:15][O:16][C:17]1[CH:22]=[CH:21][C:20]([CH3:23])=[CH:19][C:18]=1[C:2]1[C:3]([C:4]([O:6][CH3:7])=[O:5])=[CH:8][C:9]([N+:12]([O-:14])=[O:13])=[CH:10][CH:11]=1. The yield is 0.980. (5) The reactants are C(NC(C)C)(C)C.C([Li])CCC.CCCCCC.[F:19][C:20]1[CH:25]=[C:24]([CH3:26])[CH:23]=[CH:22][N:21]=1.[Cl-].[NH4+].[O:29]1CCC[CH2:30]1. No catalyst specified. The product is [F:19][C:20]1[CH:25]=[C:24]([CH2:26][CH2:30][OH:29])[CH:23]=[CH:22][N:21]=1. The yield is 0.570.